This data is from Forward reaction prediction with 1.9M reactions from USPTO patents (1976-2016). The task is: Predict the product of the given reaction. (1) Given the reactants [F:1][C:2]1[CH:7]=[CH:6][C:5]([CH2:8][C:9]2[CH:18]=[C:17]3[C:12]([C:13]([OH:26])=[C:14]([C:21]([O:23]CC)=O)[C:15](=[O:20])[N:16]3[CH3:19])=[N:11][CH:10]=2)=[CH:4][CH:3]=1.C(N(CC)CC)C.[CH3:34][S:35]([C:38]1[CH:43]=[CH:42][C:41]([CH2:44][CH2:45][NH2:46])=[CH:40][CH:39]=1)(=[O:37])=[O:36], predict the reaction product. The product is: [F:1][C:2]1[CH:3]=[CH:4][C:5]([CH2:8][C:9]2[CH:18]=[C:17]3[C:12]([C:13]([OH:26])=[C:14]([C:21]([NH:46][CH2:45][CH2:44][C:41]4[CH:40]=[CH:39][C:38]([S:35]([CH3:34])(=[O:37])=[O:36])=[CH:43][CH:42]=4)=[O:23])[C:15](=[O:20])[N:16]3[CH3:19])=[N:11][CH:10]=2)=[CH:6][CH:7]=1. (2) Given the reactants [Cl:1][C:2]1[CH:3]=[C:4]2[C:8](=[CH:9][CH:10]=1)[NH:7][C:6]([C:11]([OH:13])=O)=[CH:5]2.C1C=CC2N(O)N=NC=2C=1.CCN=C=NCCCN(C)C.[NH2:35][CH:36]1[CH2:45][C:44]2[C:39](=[CH:40][CH:41]=[CH:42][CH:43]=2)[N:38]([CH2:46][C:47]([O:49][CH3:50])=[O:48])[C:37]1=[O:51], predict the reaction product. The product is: [Cl:1][C:2]1[CH:3]=[C:4]2[C:8](=[CH:9][CH:10]=1)[NH:7][C:6]([C:11]([NH:35][CH:36]1[CH2:45][C:44]3[C:39](=[CH:40][CH:41]=[CH:42][CH:43]=3)[N:38]([CH2:46][C:47]([O:49][CH3:50])=[O:48])[C:37]1=[O:51])=[O:13])=[CH:5]2.